From a dataset of Catalyst prediction with 721,799 reactions and 888 catalyst types from USPTO. Predict which catalyst facilitates the given reaction. Reactant: [F:1][CH:2]([F:16])[O:3][C:4]1[CH:5]=[C:6]2[C:11](=[CH:12][CH:13]=1)[O:10][C:9](=[O:14])[CH:8]=[C:7]2[OH:15].C(N(CC)C(C)C)(C)C.[S:26](O[S:26]([C:29]([F:32])([F:31])[F:30])(=[O:28])=[O:27])([C:29]([F:32])([F:31])[F:30])(=[O:28])=[O:27]. Product: [F:16][CH:2]([F:1])[O:3][C:4]1[CH:5]=[C:6]2[C:11](=[CH:12][CH:13]=1)[O:10][C:9](=[O:14])[CH:8]=[C:7]2[O:15][S:26]([C:29]([F:32])([F:31])[F:30])(=[O:28])=[O:27]. The catalyst class is: 2.